From a dataset of M1 muscarinic receptor agonist screen with 61,833 compounds. Binary Classification. Given a drug SMILES string, predict its activity (active/inactive) in a high-throughput screening assay against a specified biological target. (1) The result is 0 (inactive). The drug is s1c(C(=O)N(Cc2cc3c([nH]c2=O)ccc(c3)C)Cc2occc2)ccc1. (2) The drug is S(CC(OC1CCCCC1)=O)c1n(CC)c(nn1)c1ccncc1. The result is 0 (inactive). (3) The molecule is S(=O)(=O)(NC(C(C)C)C(O)=O)c1ccc(OC)cc1. The result is 0 (inactive). (4) The drug is O1CCN(CC1)CCNc1nc(nc2c1oc1c2cccc1)C. The result is 0 (inactive). (5) The drug is s1c(C(=O)C=2C(N(CCN3CCOCC3)C(=O)C2O)c2ncccc2)ccc1. The result is 0 (inactive). (6) The compound is Oc1c2c3n(CCc3ccc2)c(=O)c1C(=O)Nc1cccnc1. The result is 0 (inactive). (7) The drug is Fc1cc(C2NC(C3C2C(=O)N(C3=O)CC)(CCC)C(OC)=O)ccc1. The result is 0 (inactive). (8) The molecule is S(=O)(=O)(CCCC(=O)NC(C)C)c1nc(c2c(OC)cccc2)cc(n1)C(F)(F)F. The result is 0 (inactive). (9) The drug is O=C1N(CC(C1)C(=O)NCC=C)c1ccc(OCC(=O)NCc2ccccc2)cc1. The result is 0 (inactive). (10) The compound is S(=O)(=O)(N1CCOCC1)c1cc2nc(c(nc2cc1)c1occc1)c1occc1. The result is 0 (inactive).